Dataset: Catalyst prediction with 721,799 reactions and 888 catalyst types from USPTO. Task: Predict which catalyst facilitates the given reaction. (1) Reactant: [CH:1]1([OH:6])[CH2:5][CH:4]=[CH:3][CH2:2]1.N1C=CN=C1.[C:12]([Si:16](Cl)([CH3:18])[CH3:17])([CH3:15])([CH3:14])[CH3:13]. Product: [C:12]([Si:16]([O:6][CH:1]1[CH2:5][CH:4]=[CH:3][CH2:2]1)([CH3:18])[CH3:17])([CH3:15])([CH3:14])[CH3:13]. The catalyst class is: 39. (2) Reactant: [OH-].[Na+].[F:3][C:4]([F:34])([F:33])[CH:5]([CH3:32])[CH:6]([C:12]1[CH:17]=[CH:16][C:15]([CH2:18][N:19]2[C:24](=[O:25])[CH2:23][O:22][C:21]([C:26]3[CH:31]=[CH:30][CH:29]=[CH:28][CH:27]=3)=[N:20]2)=[CH:14][CH:13]=1)[C:7]([O:9]CC)=[O:8]. Product: [F:34][C:4]([F:3])([F:33])[CH:5]([CH3:32])[CH:6]([C:12]1[CH:13]=[CH:14][C:15]([CH2:18][N:19]2[C:24](=[O:25])[CH2:23][O:22][C:21]([C:26]3[CH:31]=[CH:30][CH:29]=[CH:28][CH:27]=3)=[N:20]2)=[CH:16][CH:17]=1)[C:7]([OH:9])=[O:8]. The catalyst class is: 12.